Task: Predict which catalyst facilitates the given reaction.. Dataset: Catalyst prediction with 721,799 reactions and 888 catalyst types from USPTO (1) Reactant: [C:1]([C:4]1[C:12]2[O:11][CH2:10][O:9][C:8]=2[CH:7]=[CH:6][CH:5]=1)(=[O:3])[CH3:2].[CH3:13][Mg]Cl. Product: [O:9]1[C:8]2[CH:7]=[CH:6][CH:5]=[C:4]([C:1]([CH3:13])([OH:3])[CH3:2])[C:12]=2[O:11][CH2:10]1. The catalyst class is: 1. (2) Reactant: [C:1]1([CH3:8])[CH:6]=[CH:5][C:4]([CH3:7])=[CH:3][CH:2]=1.[C:9](Cl)(=[O:13])[C:10](C)=[CH2:11].[Cl-].[Al+3].[Cl-].[Cl-]. Product: [CH3:8][C:1]1[CH:6]=[CH:5][C:4]([CH3:7])=[CH:3][C:2]=1[C:9](=[O:13])[CH:10]=[CH2:11]. The catalyst class is: 4. (3) Reactant: [OH:1]/[N:2]=[CH:3]/[C:4]1[CH:5]=[CH:6][C:7]2[N:8]([C:10]([CH2:13][NH:14]C(=O)OC(C)(C)C)=[N:11][N:12]=2)[N:9]=1.[CH:22]([C:24]1[CH:25]=[CH:26][C:27]2N(C(CNC(=O)OC(C)(C)C)=NN=2)N=1)=O.Cl.NO.[OH-].[Na+]. Product: [CH:25]1([C:24]2[O:1][N:2]=[C:3]([C:4]3[CH:5]=[CH:6][C:7]4[N:8]([C:10]([CH2:13][NH2:14])=[N:11][N:12]=4)[N:9]=3)[CH:22]=2)[CH2:26][CH2:27]1. The catalyst class is: 1. (4) Reactant: [CH3:1][O:2][C:3](=[O:30])[CH2:4][C:5]1[CH:6]=[C:7]([C:13]2[CH:18]=[CH:17][C:16]([C:19]([F:22])([F:21])[F:20])=[CH:15][C:14]=2[CH2:23][N:24]([C:27](=[O:29])[CH3:28])[CH2:25][CH3:26])[C:8]([O:11][CH3:12])=[CH:9][CH:10]=1.[OH-].[Na+].Cl.S(Cl)(Cl)=O.[C:38]([O-])(O)=O.[Na+]. Product: [CH2:1]([O:2][C:3](=[O:30])[CH2:4][C:5]1[CH:6]=[C:7]([C:13]2[CH:18]=[CH:17][C:16]([C:19]([F:22])([F:21])[F:20])=[CH:15][C:14]=2[CH2:23][N:24]([C:27](=[O:29])[CH3:28])[CH2:25][CH3:26])[C:8]([O:11][CH3:12])=[CH:9][CH:10]=1)[CH3:38]. The catalyst class is: 92. (5) Product: [Cl:18][C:13]1[N:12]=[C:11]([NH:10][C:4]2[CH:5]=[CH:6][C:7]([O:8][CH3:9])=[C:2]([Cl:1])[CH:3]=2)[N:16]=[C:15]([NH:45][CH:38]2[CH2:44][CH2:43][CH2:42][CH2:41][CH2:40][CH2:39]2)[N:14]=1. Reactant: [Cl:1][C:2]1[CH:3]=[C:4]([NH:10][C:11]2[N:16]=[C:15](Cl)[N:14]=[C:13]([Cl:18])[N:12]=2)[CH:5]=[CH:6][C:7]=1[O:8][CH3:9].N1C(Cl)=NC(Cl)=NC=1Cl.ClC1C=C(C=CC=1OC)N.[CH:38]1([NH2:45])[CH2:44][CH2:43][CH2:42][CH2:41][CH2:40][CH2:39]1.[OH-].[Na+]. The catalyst class is: 21.